From a dataset of CYP2C19 inhibition data for predicting drug metabolism from PubChem BioAssay. Regression/Classification. Given a drug SMILES string, predict its absorption, distribution, metabolism, or excretion properties. Task type varies by dataset: regression for continuous measurements (e.g., permeability, clearance, half-life) or binary classification for categorical outcomes (e.g., BBB penetration, CYP inhibition). Dataset: cyp2c19_veith. (1) The molecule is COc1ccc(C(=O)Oc2cc(C)nn3cnnc23)cc1. The result is 0 (non-inhibitor). (2) The molecule is CS(=O)(=O)O.O[C@@H](c1nc2ccccc2[nH]1)[C@H](O)[C@H](O)[C@@H](O)c1nc2ccccc2[nH]1. The result is 0 (non-inhibitor).